From a dataset of Forward reaction prediction with 1.9M reactions from USPTO patents (1976-2016). Predict the product of the given reaction. (1) Given the reactants [NH2:1][C:2]1[S:3][CH:4]=[C:5]2[C:10]=1[C:9](=[O:11])[N:8]([C:12]1[CH:17]=[CH:16][C:15]([O:18][CH3:19])=[CH:14][CH:13]=1)[N:7]=[C:6]2[C:20]([OH:22])=O.F[P-](F)(F)(F)(F)F.N1(O[P+](N(C)C)(N(C)C)N(C)C)C2C=CC=CC=2N=N1.[Cl-].[F:51][CH2:52][CH2:53][NH3+:54].CCN(C(C)C)C(C)C, predict the reaction product. The product is: [NH2:1][C:2]1[S:3][CH:4]=[C:5]2[C:10]=1[C:9](=[O:11])[N:8]([C:12]1[CH:17]=[CH:16][C:15]([O:18][CH3:19])=[CH:14][CH:13]=1)[N:7]=[C:6]2[C:20]([NH:54][CH2:53][CH2:52][F:51])=[O:22]. (2) The product is: [ClH:40].[OH:1][C@H:2]([C@H:10]1[O:15][CH2:14][CH2:13][N:12]([C:16]2[CH:20]=[CH:19][N:18]([C:21]3[CH:26]=[C:25]([C:27]([F:30])([F:29])[F:28])[N:24]=[N:23][CH:22]=3)[N:17]=2)[C:11]1=[O:31])[C:3]([OH:5])=[O:4]. Given the reactants [OH:1][C@H:2]([C@H:10]1[O:15][CH2:14][CH2:13][N:12]([C:16]2[CH:20]=[CH:19][N:18]([C:21]3[CH:26]=[C:25]([C:27]([F:30])([F:29])[F:28])[N:24]=[N:23][CH:22]=3)[N:17]=2)[C:11]1=[O:31])[C:3]([O:5]C(C)(C)C)=[O:4].FC(F)(F)C(O)=O.C(Cl)[Cl:40], predict the reaction product. (3) Given the reactants Br[C:2]1[CH:3]=[CH:4][C:5]([N+:8]([O-:10])=[O:9])=[N:6][CH:7]=1.[CH2:11]([N:13]1[CH2:18][CH2:17][NH:16][CH2:15][CH2:14]1)[CH3:12].O, predict the reaction product. The product is: [CH2:11]([N:13]1[CH2:18][CH2:17][N:16]([C:2]2[CH:7]=[N:6][C:5]([N+:8]([O-:10])=[O:9])=[CH:4][CH:3]=2)[CH2:15][CH2:14]1)[CH3:12]. (4) Given the reactants C1C=CC(P(C2C=CC=CC=2)C2C=CC=CC=2)=CC=1.[Br:20]Br.CCN(C(C)C)C(C)C.O[CH2:32][C:33]1[CH:34]=[C:35]([CH:63]=[CH:64][CH:65]=1)[O:36][C:37]([O:39][CH2:40]/[C:41](/[C:53]1[CH:58]=[CH:57][C:56]([S:59]([CH3:62])(=[O:61])=[O:60])=[CH:55][CH:54]=1)=[C:42](/[C:47]1[CH:52]=[CH:51][CH:50]=[CH:49][CH:48]=1)\[C:43]([O:45][CH3:46])=[O:44])=[O:38], predict the reaction product. The product is: [Br:20][CH2:32][C:33]1[CH:34]=[C:35]([CH:63]=[CH:64][CH:65]=1)[O:36][C:37]([O:39][CH2:40]/[C:41](/[C:53]1[CH:58]=[CH:57][C:56]([S:59]([CH3:62])(=[O:61])=[O:60])=[CH:55][CH:54]=1)=[C:42](/[C:47]1[CH:52]=[CH:51][CH:50]=[CH:49][CH:48]=1)\[C:43]([O:45][CH3:46])=[O:44])=[O:38]. (5) Given the reactants [C:1]([O:5][C:6](=[O:12])[NH:7][C@H:8]([CH3:11])[CH2:9][OH:10])([CH3:4])([CH3:3])[CH3:2].C(Br)C=C.C12BC(CCC1)CCC2.[CH2:26]1C[O:29][CH2:28][CH2:27]1.OO, predict the reaction product. The product is: [C:1]([O:5][C:6](=[O:12])[NH:7][C@H:8]([CH3:11])[CH2:9][O:10][CH2:26][CH2:27][CH2:28][OH:29])([CH3:4])([CH3:2])[CH3:3]. (6) The product is: [N:41]1[CH:6]=[CH:5][CH:4]=[N:3][C:2]=1[N:10]1[CH2:11][CH2:12][N:13]([C:16]([CH:18]([NH:24][C:25]([C:27]2[CH:36]=[C:35]([O:37][CH3:38])[C:34]3[C:29](=[CH:30][CH:31]=[CH:32][CH:33]=3)[N:28]=2)=[O:26])[CH2:19][CH2:20][C:21]([OH:23])=[O:22])=[O:17])[CH2:14][CH2:15]1. Given the reactants O1[C:5]2[CH:6]=CC=C[C:4]=2[N:3]=[C:2]1[N:10]1[CH2:15][CH2:14][N:13]([C:16]([CH:18]([NH:24][C:25]([C:27]2[CH:36]=[C:35]([O:37][CH3:38])[C:34]3[C:29](=[CH:30][CH:31]=[CH:32][CH:33]=3)[N:28]=2)=[O:26])[CH2:19][CH2:20][C:21]([OH:23])=[O:22])=[O:17])[CH2:12][CH2:11]1.OC1C(Cl)=CC(C(N2CCN(C(CNC(C3C=C(OC)C4C(=CC=CC=4)N=3)=O)=O)CC2)=O)=C[N:41]=1, predict the reaction product. (7) The product is: [C:1]([C:5]1[CH:22]=[CH:21][CH:20]=[CH:19][C:6]=1[O:7][CH:8]1[CH2:13][CH2:12][N:11]([C:14](=[O:18])[C:15]([NH:34][C:33]2[NH:32][N:31]=[N:30][N:29]=2)=[O:16])[CH2:10][CH2:9]1)([CH3:4])([CH3:3])[CH3:2]. Given the reactants [C:1]([C:5]1[CH:22]=[CH:21][CH:20]=[CH:19][C:6]=1[O:7][CH:8]1[CH2:13][CH2:12][N:11]([C:14](=[O:18])[C:15](O)=[O:16])[CH2:10][CH2:9]1)([CH3:4])([CH3:3])[CH3:2].C(Cl)(=O)C(Cl)=O.[NH:29]1[C:33]([NH2:34])=[N:32][N:31]=[N:30]1.C(N(CC)CC)C, predict the reaction product.